From a dataset of Reaction yield outcomes from USPTO patents with 853,638 reactions. Predict the reaction yield, written as a fraction of the theoretical maximum amount of product (1.0 means a 100% yield; for example, 0.34 means a 34% yield). (1) The reactants are [C:1]([C@@H:3]1[CH2:7][CH2:6][N:5]([C:8]([O:10][C:11]([CH3:14])([CH3:13])[CH3:12])=[O:9])[CH2:4]1)#[N:2]. The catalyst is C(O)C.[Ni]. The product is [NH2:2][CH2:1][C@@H:3]1[CH2:7][CH2:6][N:5]([C:8]([O:10][C:11]([CH3:14])([CH3:13])[CH3:12])=[O:9])[CH2:4]1. The yield is 0.970. (2) The reactants are [I:1][C:2]1[C:10]2[C:5](=[CH:6][C:7]([C@H:11]3[C@@:13]4([C:21]5[C:16](=[CH:17][CH:18]=[CH:19][CH:20]=5)[NH:15][C:14]4=[O:22])[CH2:12]3)=[CH:8][CH:9]=2)[NH:4][N:3]=1.N1C2C(=CC=C([C@H]3[C@@]4(C5C(=CC=CC=5)N([CH2:43][CH2:44][O:45][CH3:46])C4=O)C3)C=2)C=N1. No catalyst specified. The product is [I:1][C:2]1[C:10]2[C:5](=[CH:6][C:7]([C@H:11]3[C@@:13]4([C:21]5[C:16](=[CH:17][CH:18]=[CH:19][CH:20]=5)[N:15]([CH2:43][CH2:44][O:45][CH3:46])[C:14]4=[O:22])[CH2:12]3)=[CH:8][CH:9]=2)[NH:4][N:3]=1. The yield is 0.660. (3) The reactants are [NH2:1][C:2]1[S:6][N:5]=[C:4]([CH3:7])[C:3]=1[C:8]#[N:9].CCN(CC)CC.[C:17](Cl)(=[O:21])[CH2:18][CH2:19][CH3:20]. The catalyst is C(Cl)Cl. The product is [C:8]([C:3]1[C:4]([CH3:7])=[N:5][S:6][C:2]=1[NH:1][C:17](=[O:21])[CH2:18][CH2:19][CH3:20])#[N:9]. The yield is 0.950. (4) The catalyst is C1(C)C=CC=CC=1. The product is [Cl:10][C:11]1[CH:12]=[C:13]([CH3:19])[CH:14]=[C:15]([Cl:18])[C:16]=1[O:9][CH2:8][CH2:7][O:6][C:2]1[S:1][CH:5]=[CH:4][N:3]=1. The reactants are [S:1]1[CH:5]=[CH:4][N:3]=[C:2]1[O:6][CH2:7][CH2:8][OH:9].[Cl:10][C:11]1[C:16](O)=[C:15]([Cl:18])[CH:14]=[C:13]([CH3:19])[CH:12]=1.P(CCCC)(CCCC)CCCC. The yield is 0.690. (5) The catalyst is C1COCC1.CCO.[Pd]. The reactants are [F:1][C:2]1[CH:3]=[C:4]([S:8]([C:11]2[CH:16]=[CH:15][C:14]([N:17]3[CH2:23][CH2:22][CH2:21][N:20]([C:24]([O:26][C:27]([CH3:30])([CH3:29])[CH3:28])=[O:25])[CH2:19][CH2:18]3)=[CH:13][C:12]=2[N+:31]([O-])=O)(=[O:10])=[O:9])[CH:5]=[CH:6][CH:7]=1.CO.[H][H]. The product is [NH2:31][C:12]1[CH:13]=[C:14]([N:17]2[CH2:23][CH2:22][CH2:21][N:20]([C:24]([O:26][C:27]([CH3:30])([CH3:29])[CH3:28])=[O:25])[CH2:19][CH2:18]2)[CH:15]=[CH:16][C:11]=1[S:8]([C:4]1[CH:5]=[CH:6][CH:7]=[C:2]([F:1])[CH:3]=1)(=[O:9])=[O:10]. The yield is 0.980.